This data is from Forward reaction prediction with 1.9M reactions from USPTO patents (1976-2016). The task is: Predict the product of the given reaction. (1) Given the reactants Br[C:2]1[S:3][CH:4]=[CH:5][N:6]=1.C([Mg]Cl)(C)C.[Br:12][C:13]1[C:14]([F:21])=[C:15]([CH:18]=[CH:19][CH:20]=1)[CH:16]=[O:17], predict the reaction product. The product is: [Br:12][C:13]1[C:14]([F:21])=[C:15]([CH:16]([C:2]2[S:3][CH:4]=[CH:5][N:6]=2)[OH:17])[CH:18]=[CH:19][CH:20]=1. (2) Given the reactants [C:1]1([C:7]2[O:11][N:10]=[C:9]([CH:12]=O)[C:8]=2[C:14]([F:17])([F:16])[F:15])[CH:6]=[CH:5][CH:4]=[CH:3][CH:2]=1.Cl.[NH2:19][OH:20].C([O-])(=O)C.[Na+], predict the reaction product. The product is: [C:1]1([C:7]2[O:11][N:10]=[C:9]([CH:12]=[N:19][OH:20])[C:8]=2[C:14]([F:17])([F:16])[F:15])[CH:6]=[CH:5][CH:4]=[CH:3][CH:2]=1.